This data is from Catalyst prediction with 721,799 reactions and 888 catalyst types from USPTO. The task is: Predict which catalyst facilitates the given reaction. (1) Reactant: [CH2:1]([O:8][C:9]1[CH:10]=[C:11]([CH:28]=[CH:29][CH:30]=1)[CH2:12][NH:13][CH2:14][CH2:15][NH:16][C@H:17]([CH:25]([CH3:27])[CH3:26])[C:18]([O:20][C:21]([CH3:24])([CH3:23])[CH3:22])=[O:19])[C:2]1[CH:7]=[CH:6][CH:5]=[CH:4][CH:3]=1.[OH-].[Na+].[C:33](Cl)(Cl)=[O:34]. Product: [CH2:1]([O:8][C:9]1[CH:10]=[C:11]([CH:28]=[CH:29][CH:30]=1)[CH2:12][N:13]1[CH2:14][CH2:15][N:16]([C@H:17]([CH:25]([CH3:26])[CH3:27])[C:18]([O:20][C:21]([CH3:24])([CH3:22])[CH3:23])=[O:19])[C:33]1=[O:34])[C:2]1[CH:3]=[CH:4][CH:5]=[CH:6][CH:7]=1. The catalyst class is: 11. (2) Reactant: [CH3:1][C:2]1[CH:3]=[C:4]([C:8]2[N:9]=[C:10]3[CH:15]=[CH:14][CH:13]=[N:12][N:11]3[C:16]=2[C:17]2[CH:22]=[CH:21][N:20]=[C:19]([NH2:23])[CH:18]=2)[CH:5]=[CH:6][CH:7]=1.[F:24][C:25]1[CH:33]=[CH:32][C:28]([C:29](Cl)=[O:30])=[CH:27][CH:26]=1.C(N(CC)CC)C.C(=O)([O-])O.[Na+]. Product: [F:24][C:25]1[CH:33]=[CH:32][C:28]([C:29]([NH:23][C:19]2[CH:18]=[C:17]([C:16]3[N:11]4[N:12]=[CH:13][CH:14]=[CH:15][C:10]4=[N:9][C:8]=3[C:4]3[CH:5]=[CH:6][CH:7]=[C:2]([CH3:1])[CH:3]=3)[CH:22]=[CH:21][N:20]=2)=[O:30])=[CH:27][CH:26]=1. The catalyst class is: 7.